Task: Regression/Classification. Given a drug SMILES string, predict its absorption, distribution, metabolism, or excretion properties. Task type varies by dataset: regression for continuous measurements (e.g., permeability, clearance, half-life) or binary classification for categorical outcomes (e.g., BBB penetration, CYP inhibition). Dataset: hlm.. Dataset: Human liver microsome stability data (1) The molecule is CC(C)[C@@H]1CN(c2ccc(CO)c(S(C)(=O)=O)c2)CCN1c1ncc(CO)c(C(F)(F)F)n1. The result is 0 (unstable in human liver microsomes). (2) The drug is CC(C)(C)c1cc(NC(=O)[C@@H]2CCCN2C2CCOCC2)no1. The result is 1 (stable in human liver microsomes).